From a dataset of Forward reaction prediction with 1.9M reactions from USPTO patents (1976-2016). Predict the product of the given reaction. (1) Given the reactants [CH3:1][C:2]([CH3:31])([CH3:30])[C:3]([C:5]1[C:13]2[C:8](=[N:9][CH:10]=[C:11]([C:14]3[CH:15]=[C:16]([CH:19]=[CH:20][CH:21]=3)[CH:17]=O)[N:12]=2)[N:7]([CH2:22][O:23][CH2:24][CH2:25][Si:26]([CH3:29])([CH3:28])[CH3:27])[CH:6]=1)=[O:4].[N:32]1[N:33]=[CH:34][N:35]2[CH2:40][CH2:39][NH:38][CH2:37][C:36]=12.C(O)(=O)C.C(O[BH-](OC(=O)C)OC(=O)C)(=O)C.[Na+], predict the reaction product. The product is: [N:32]1[N:33]=[CH:34][N:35]2[CH2:40][CH2:39][N:38]([CH2:17][C:16]3[CH:15]=[C:14]([C:11]4[N:12]=[C:13]5[C:5]([C:3](=[O:4])[C:2]([CH3:1])([CH3:31])[CH3:30])=[CH:6][N:7]([CH2:22][O:23][CH2:24][CH2:25][Si:26]([CH3:28])([CH3:29])[CH3:27])[C:8]5=[N:9][CH:10]=4)[CH:21]=[CH:20][CH:19]=3)[CH2:37][C:36]=12. (2) Given the reactants CCN(C(C)C)C(C)C.[C:10]([Cl:13])(Cl)=[O:11].[CH2:14]([NH:20][CH3:21])[CH2:15][CH2:16][CH2:17][CH2:18][CH3:19], predict the reaction product. The product is: [CH2:14]([N:20]([CH3:21])[C:10]([Cl:13])=[O:11])[CH2:15][CH2:16][CH2:17][CH2:18][CH3:19].